Dataset: Peptide-MHC class II binding affinity with 134,281 pairs from IEDB. Task: Regression. Given a peptide amino acid sequence and an MHC pseudo amino acid sequence, predict their binding affinity value. This is MHC class II binding data. The MHC is HLA-DPA10201-DPB10101 with pseudo-sequence HLA-DPA10201-DPB10101. The binding affinity (normalized) is 0.598. The peptide sequence is LSPILFECLIHPMLG.